From a dataset of Retrosynthesis with 50K atom-mapped reactions and 10 reaction types from USPTO. Predict the reactants needed to synthesize the given product. (1) The reactants are: CC(C)(C)OC(=O)N1Cc2nn3cc(Br)cnc3c2C1. Given the product Brc1cnc2c3c(nn2c1)CNC3, predict the reactants needed to synthesize it. (2) Given the product CN(C)C(=O)CCSC(SCCCC(=O)O)c1ccc2oc(-c3ccc4ccc(Cl)cc4n3)cc2c1, predict the reactants needed to synthesize it. The reactants are: COC(=O)CCCSC(SCCC(=O)N(C)C)c1ccc2oc(-c3ccc4ccc(Cl)cc4n3)cc2c1.